From a dataset of Catalyst prediction with 721,799 reactions and 888 catalyst types from USPTO. Predict which catalyst facilitates the given reaction. Reactant: [C:1]([N:20]1[CH2:25][CH2:24][CH2:23][C:22](=O)[CH2:21]1)([C:14]1[CH:19]=[CH:18][CH:17]=[CH:16][CH:15]=1)([C:8]1[CH:13]=[CH:12][CH:11]=[CH:10][CH:9]=1)[C:2]1[CH:7]=[CH:6][CH:5]=[CH:4][CH:3]=1.S([O-])([O-])(=O)=O.[Mg+2].[NH:33]1CCCC1.C(O[CH:41]=[CH:42][C:43](=O)[C:44]([F:47])([F:46])[F:45])C.C([O-])(=O)C.[NH4+]. Product: [F:45][C:44]([F:47])([F:46])[C:43]1[CH:42]=[CH:41][C:23]2[CH2:24][CH2:25][N:20]([C:1]([C:14]3[CH:19]=[CH:18][CH:17]=[CH:16][CH:15]=3)([C:8]3[CH:13]=[CH:12][CH:11]=[CH:10][CH:9]=3)[C:2]3[CH:7]=[CH:6][CH:5]=[CH:4][CH:3]=3)[CH2:21][C:22]=2[N:33]=1. The catalyst class is: 7.